From a dataset of Forward reaction prediction with 1.9M reactions from USPTO patents (1976-2016). Predict the product of the given reaction. (1) Given the reactants [CH:1]1([C:7]2[N:8]=[C:9]([C:12]3([CH2:18][NH2:19])[CH2:17][CH2:16][O:15][CH2:14][CH2:13]3)[S:10][CH:11]=2)[CH2:6][CH2:5][CH2:4][CH2:3][CH2:2]1.[F:20][C:21]([F:37])([F:36])[C:22]1[O:26][N:25]=[C:24]([C:27]2[CH:28]=[C:29]([CH:33]=[CH:34][CH:35]=2)[C:30](O)=[O:31])[N:23]=1, predict the reaction product. The product is: [CH:1]1([C:7]2[N:8]=[C:9]([C:12]3([CH2:18][NH:19][C:30](=[O:31])[C:29]4[CH:33]=[CH:34][CH:35]=[C:27]([C:24]5[N:23]=[C:22]([C:21]([F:37])([F:36])[F:20])[O:26][N:25]=5)[CH:28]=4)[CH2:13][CH2:14][O:15][CH2:16][CH2:17]3)[S:10][CH:11]=2)[CH2:2][CH2:3][CH2:4][CH2:5][CH2:6]1. (2) Given the reactants [H-].[Na+].[CH2:3]([OH:10])[C:4]1[CH:9]=[CH:8][CH:7]=[CH:6][CH:5]=1.[C:11]([O:15][C:16]([N:18]1[CH2:23][CH2:22][CH2:21][C@H:20]([CH2:24][O:25][C:26]2[C:27](Br)=[N:28][CH:29]=[CH:30][CH:31]=2)[CH2:19]1)=[O:17])([CH3:14])([CH3:13])[CH3:12], predict the reaction product. The product is: [CH2:3]([O:10][C:27]1[C:26]([O:25][CH2:24][C@H:20]2[CH2:21][CH2:22][CH2:23][N:18]([C:16]([O:15][C:11]([CH3:14])([CH3:13])[CH3:12])=[O:17])[CH2:19]2)=[CH:31][CH:30]=[CH:29][N:28]=1)[C:4]1[CH:9]=[CH:8][CH:7]=[CH:6][CH:5]=1. (3) Given the reactants [CH3:1][C:2]1[CH:3]=[CH:4][CH:5]=[C:6]2[C:10]=1[N:9]([CH2:11][CH2:12][CH2:13][N:14]1[CH2:19][CH2:18][O:17][CH2:16][CH2:15]1)[CH:8]=[C:7]2[C:20](O)=[O:21].Cl.[F:24][C:25]([F:44])([F:43])[C:26]([NH:28][CH2:29][C:30]1[CH:35]=[CH:34][C:33]([F:36])=[C:32]([CH:37]2[CH2:42][CH2:41][NH:40][CH2:39][CH2:38]2)[CH:31]=1)=[O:27], predict the reaction product. The product is: [F:43][C:25]([F:24])([F:44])[C:26]([NH:28][CH2:29][C:30]1[CH:35]=[CH:34][C:33]([F:36])=[C:32]([CH:37]2[CH2:42][CH2:41][N:40]([C:20]([C:7]3[C:6]4[C:10](=[C:2]([CH3:1])[CH:3]=[CH:4][CH:5]=4)[N:9]([CH2:11][CH2:12][CH2:13][N:14]4[CH2:15][CH2:16][O:17][CH2:18][CH2:19]4)[CH:8]=3)=[O:21])[CH2:39][CH2:38]2)[CH:31]=1)=[O:27].